Dataset: Full USPTO retrosynthesis dataset with 1.9M reactions from patents (1976-2016). Task: Predict the reactants needed to synthesize the given product. The reactants are: F[C:2](F)(F)[C:3](O)=O.Cl[C:9]1[CH:36]=[CH:35][C:12]([O:13][CH2:14][CH2:15][N:16]2[CH2:20][CH2:19][C:18]3([C:32]4[NH:31][C:30]5[C:25](=[CH:26][C:27]([O:33][CH3:34])=[CH:28][CH:29]=5)[C:24]=4[CH2:23][CH2:22][NH:21]3)[CH2:17]2)=[CH:11][CH:10]=1.CS(OCCOC1C=CC(CC)=CC=1)(=O)=O. Given the product [CH2:2]([C:9]1[CH:10]=[CH:11][C:12]([O:13][CH2:14][CH2:15][N:16]2[CH2:20][CH2:19][C:18]3([C:32]4[NH:31][C:30]5[C:25](=[CH:26][C:27]([O:33][CH3:34])=[CH:28][CH:29]=5)[C:24]=4[CH2:23][CH2:22][NH:21]3)[CH2:17]2)=[CH:35][CH:36]=1)[CH3:3], predict the reactants needed to synthesize it.